From a dataset of Catalyst prediction with 721,799 reactions and 888 catalyst types from USPTO. Predict which catalyst facilitates the given reaction. (1) Reactant: [CH2:1]([C:3]1[C:4]([CH2:24][CH:25]=O)=[CH:5][C:6]([O:22][CH3:23])=[C:7]([C:9]2[N:14]=[C:13]([NH:15][C:16](=[O:21])[C:17]([CH3:20])([CH3:19])[CH3:18])[CH:12]=[CH:11][CH:10]=2)[CH:8]=1)[CH3:2].Cl.[CH3:28][NH:29][CH3:30].C(O[BH-](OC(=O)C)OC(=O)C)(=O)C.[Na+].C(O)(=O)C. Product: [CH3:28][N:29]([CH3:30])[CH2:25][CH2:24][C:4]1[C:3]([CH2:1][CH3:2])=[CH:8][C:7]([C:9]2[N:14]=[C:13]([NH:15][C:16](=[O:21])[C:17]([CH3:19])([CH3:18])[CH3:20])[CH:12]=[CH:11][CH:10]=2)=[C:6]([O:22][CH3:23])[CH:5]=1. The catalyst class is: 68. (2) Reactant: CC1C=CC(S(O[CH2:12][CH:13]2[O:18][C:17]3[CH:19]=[C:20]([F:23])[CH:21]=[CH:22][C:16]=3[O:15][CH2:14]2)(=O)=O)=CC=1.[CH2:24]([NH:26][CH2:27][CH2:28][CH3:29])[CH3:25]. Product: [CH2:24]([N:26]([CH2:12][CH:13]1[O:18][C:17]2[CH:19]=[C:20]([F:23])[CH:21]=[CH:22][C:16]=2[O:15][CH2:14]1)[CH2:27][CH2:28][CH3:29])[CH3:25]. The catalyst class is: 10. (3) Reactant: [Cl:1][C:2]1[C:3]([C:15](=[O:20])[NH:16][CH:17]2[CH2:19][CH2:18]2)=[CH:4][C:5]2[N:9]=[C:8]([C:10]([O:12]C)=[O:11])[NH:7][C:6]=2[CH:14]=1.O.[OH-].[Li+]. Product: [Cl:1][C:2]1[C:3]([C:15](=[O:20])[NH:16][CH:17]2[CH2:18][CH2:19]2)=[CH:4][C:5]2[N:9]=[C:8]([C:10]([OH:12])=[O:11])[NH:7][C:6]=2[CH:14]=1. The catalyst class is: 30. (4) Reactant: [Cl:1][C:2]1[CH:7]=[C:6](Cl)[N:5]=[C:4]([NH2:9])[N:3]=1.[CH3:10][CH:11]1[CH2:16][CH2:15][C:14](B(O)O)=[CH:13][CH2:12]1.C([O-])([O-])=O.[Na+].[Na+]. Product: [Cl:1][C:2]1[CH:7]=[C:6]([C:14]2[CH2:15][CH2:16][CH:11]([CH3:10])[CH2:12][CH:13]=2)[N:5]=[C:4]([NH2:9])[N:3]=1. The catalyst class is: 20. (5) Reactant: C(=O)([O-])[O-].[K+].[K+].[Cl:7][C:8]1[N:13]=[C:12](Cl)[C:11]([C:15]([F:18])([F:17])[F:16])=[CH:10][N:9]=1.[NH2:19][CH:20]([CH3:24])[CH2:21][O:22][CH3:23]. Product: [Cl:7][C:8]1[N:13]=[C:12]([NH:19][CH:20]([CH2:21][O:22][CH3:23])[CH3:24])[C:11]([C:15]([F:18])([F:17])[F:16])=[CH:10][N:9]=1. The catalyst class is: 10. (6) Reactant: [Cl:1][C:2]1[C:3]([N:16]2[CH2:21][CH2:20][CH:19]([C:22]([O:24][CH3:25])=[O:23])[CH2:18][CH2:17]2)=[N:4][C:5](Cl)=[C:6]([C:8]2[O:9][C:10]([CH2:13][CH3:14])=[CH:11][N:12]=2)[CH:7]=1.[N-:26]=[N+:27]=[N-:28].[Na+].CCOC(C)=O. Product: [N:26]([C:5]1[N:4]=[C:3]([N:16]2[CH2:21][CH2:20][CH:19]([C:22]([O:24][CH3:25])=[O:23])[CH2:18][CH2:17]2)[C:2]([Cl:1])=[CH:7][C:6]=1[C:8]1[O:9][C:10]([CH2:13][CH3:14])=[CH:11][N:12]=1)=[N+:27]=[N-:28]. The catalyst class is: 44. (7) Reactant: Cl.[NH:2]([C:4]1[CH:9]=[CH:8][CH:7]=[C:6]([O:10][CH3:11])[N:5]=1)[NH2:3].C(O[CH:15]=[C:16]([C:19]#[N:20])[C:17]#[N:18])C.C(N(CC)CC)C. Product: [NH2:20][C:19]1[N:2]([C:4]2[CH:9]=[CH:8][CH:7]=[C:6]([O:10][CH3:11])[N:5]=2)[N:3]=[CH:15][C:16]=1[C:17]#[N:18]. The catalyst class is: 8. (8) Reactant: [NH2:1][C:2]1[C:7]([C:8]2[CH:17]=[CH:16][C:11]([C:12]([O:14]C)=[O:13])=[C:10]([F:18])[CH:9]=2)=[CH:6][C:5]([C:19]2[C:20]([CH3:27])=[N:21][N:22]([CH:24]([F:26])[F:25])[CH:23]=2)=[CH:4][N:3]=1.[Li+].[OH-].Cl. Product: [NH2:1][C:2]1[C:7]([C:8]2[CH:17]=[CH:16][C:11]([C:12]([OH:14])=[O:13])=[C:10]([F:18])[CH:9]=2)=[CH:6][C:5]([C:19]2[C:20]([CH3:27])=[N:21][N:22]([CH:24]([F:26])[F:25])[CH:23]=2)=[CH:4][N:3]=1. The catalyst class is: 36.